From a dataset of Forward reaction prediction with 1.9M reactions from USPTO patents (1976-2016). Predict the product of the given reaction. (1) Given the reactants C[O:2][C:3]([C:5]1[CH:10]=[CH:9][C:8]([C:11]2[CH:16]=[C:15]([Cl:17])[C:14]([CH2:18][C@@H:19]3[CH2:23][CH2:22][N:21]([C@H:24]4[CH2:29][CH2:28][C@H:27]([O:30][CH3:31])[CH2:26][CH2:25]4)[C:20]3=[O:32])=[C:13]([Cl:33])[CH:12]=2)=[CH:7][CH:6]=1)=[O:4].[OH-].[Na+], predict the reaction product. The product is: [Cl:33][C:13]1[CH:12]=[C:11]([C:8]2[CH:7]=[CH:6][C:5]([C:3]([OH:4])=[O:2])=[CH:10][CH:9]=2)[CH:16]=[C:15]([Cl:17])[C:14]=1[CH2:18][C@@H:19]1[CH2:23][CH2:22][N:21]([C@H:24]2[CH2:25][CH2:26][C@H:27]([O:30][CH3:31])[CH2:28][CH2:29]2)[C:20]1=[O:32]. (2) Given the reactants [NH2:1][C:2]1[N:7]=[CH:6][N:5]=[C:4]2[N:8]([CH2:12][C:13]3([OH:26])[CH2:18][CH2:17][N:16]([C:19]([O:21][C:22]([CH3:25])([CH3:24])[CH3:23])=[O:20])[CH2:15][CH2:14]3)[N:9]=[C:10](I)[C:3]=12.[CH3:27][O:28][C:29]1[CH:34]=[C:33](B2OC(C)(C)C(C)(C)O2)[CH:32]=[CH:31][C:30]=1[NH:44][C:45](=[O:54])[O:46][CH2:47][C:48]1[CH:53]=[CH:52][CH:51]=[CH:50][CH:49]=1.C(=O)([O-])[O-].[Na+].[Na+], predict the reaction product. The product is: [NH2:1][C:2]1[N:7]=[CH:6][N:5]=[C:4]2[N:8]([CH2:12][C:13]3([OH:26])[CH2:18][CH2:17][N:16]([C:19]([O:21][C:22]([CH3:25])([CH3:24])[CH3:23])=[O:20])[CH2:15][CH2:14]3)[N:9]=[C:10]([C:33]3[CH:32]=[CH:31][C:30]([NH:44][C:45]([O:46][CH2:47][C:48]4[CH:53]=[CH:52][CH:51]=[CH:50][CH:49]=4)=[O:54])=[C:29]([O:28][CH3:27])[CH:34]=3)[C:3]=12. (3) The product is: [Cl:1][CH2:2][C:3]1[N:15]=[C:7]([C:8]2[CH:13]=[CH:12][CH:11]=[CH:10][CH:9]=2)[O:14][CH:5]=1. Given the reactants [Cl:1][CH2:2][C:3]([CH2:5]Cl)=O.[C:7]([NH2:15])(=[O:14])[C:8]1[CH:13]=[CH:12][CH:11]=[CH:10][CH:9]=1, predict the reaction product.